Task: Predict the product of the given reaction.. Dataset: Forward reaction prediction with 1.9M reactions from USPTO patents (1976-2016) (1) Given the reactants CC1(C)CCCC(C)(C)N1.C([Li])CCC.[Br:16][C:17]1[C:26]2[C:21](=[CH:22][CH:23]=[CH:24][CH:25]=2)[C:20]([F:27])=[CH:19][CH:18]=1.[Cl-].[NH4+].[O:30]1CCC[CH2:31]1, predict the reaction product. The product is: [Br:16][C:17]1[C:26]2[C:21](=[CH:22][CH:23]=[CH:24][CH:25]=2)[C:20]([F:27])=[C:19]([CH:31]=[O:30])[CH:18]=1. (2) Given the reactants [CH3:1][N:2]1[C:7]2=[CH:8][NH:9][C:10]([C:11]3[CH:12]=[C:13]([CH:16]=[CH:17][CH:18]=3)[C:14]#[N:15])=[C:6]2[C:5](=[O:19])[N:4]([CH3:20])[C:3]1=[O:21].Br[CH2:23][CH2:24][CH2:25][CH2:26][C:27]([O:29][CH2:30][CH3:31])=[O:28], predict the reaction product. The product is: [C:14]([C:13]1[CH:12]=[C:11]([C:10]2[N:9]([CH2:23][CH2:24][CH2:25][CH2:26][C:27]([O:29][CH2:30][CH3:31])=[O:28])[CH:8]=[C:7]3[C:6]=2[C:5](=[O:19])[N:4]([CH3:20])[C:3](=[O:21])[N:2]3[CH3:1])[CH:18]=[CH:17][CH:16]=1)#[N:15]. (3) Given the reactants C(OC(=O)[NH:7][C@H:8]1[CH2:13][CH2:12][C@@H:11]([O:14][C:15]2[CH:16]=[C:17]3[C:22](=[CH:23][CH:24]=2)[C:21](=[O:25])[NH:20][CH:19]=[CH:18]3)[CH2:10][CH2:9]1)(C)(C)C, predict the reaction product. The product is: [NH2:7][C@@H:8]1[CH2:9][CH2:10][C@H:11]([O:14][C:15]2[CH:16]=[C:17]3[C:22](=[CH:23][CH:24]=2)[C:21](=[O:25])[NH:20][CH:19]=[CH:18]3)[CH2:12][CH2:13]1. (4) Given the reactants [OH:1][C:2]1[CH:11]=[CH:10][CH:9]=[C:8]2[C:3]=1[CH:4]=[CH:5][C:6](Cl)=[N:7]2.[N:13]1[CH:18]=[CH:17][CH:16]=[C:15]([CH:19](Br)C2C=CC=CC=2)[CH:14]=1.[CH3:27][C:28]1[O:32][C:31]([CH2:33][NH2:34])=[CH:30][CH:29]=1, predict the reaction product. The product is: [CH3:27][C:28]1[O:32][C:31]([CH2:33][NH:34][C:6]2[CH:5]=[CH:4][C:3]3[C:8](=[CH:9][CH:10]=[CH:11][C:2]=3[O:1][CH2:19][C:15]3[CH:14]=[N:13][CH:18]=[CH:17][CH:16]=3)[N:7]=2)=[CH:30][CH:29]=1. (5) Given the reactants [Br:1][C:2]1[C:10]2[N:9]=[CH:8][NH:7][C:6]=2[CH:5]=[C:4]([Cl:11])[CH:3]=1.[C:12](=O)([O-])[O-].[K+].[K+].IC.O, predict the reaction product. The product is: [Br:1][C:2]1[C:10]2[N:9]=[CH:8][N:7]([CH3:12])[C:6]=2[CH:5]=[C:4]([Cl:11])[CH:3]=1.